This data is from Catalyst prediction with 721,799 reactions and 888 catalyst types from USPTO. The task is: Predict which catalyst facilitates the given reaction. (1) Reactant: C1CCCCC=1.C([O:14][C:15]1[C:16]([CH3:36])=[C:17]([C:24]([C:26]2[CH:35]=[CH:34][C:29]([C:30]([O:32][CH3:33])=[O:31])=[CH:28][CH:27]=2)=[O:25])[N:18]2[C:23]=1[CH:22]=[CH:21][CH:20]=[CH:19]2)C1C=CC=CC=1. Product: [OH:14][C:15]1[C:16]([CH3:36])=[C:17]([C:24]([C:26]2[CH:35]=[CH:34][C:29]([C:30]([O:32][CH3:33])=[O:31])=[CH:28][CH:27]=2)=[O:25])[N:18]2[C:23]=1[CH:22]=[CH:21][CH:20]=[CH:19]2. The catalyst class is: 29. (2) Reactant: C([NH:5][C:6]([C:8]1[CH:9]=[C:10]2[C:15](=[CH:16][CH:17]=1)[N:14]=[C:13]([C:18]1[CH:19]=[C:20]3[C:24](=[CH:25][CH:26]=1)[NH:23][C:22]([CH3:27])=[CH:21]3)[C:12]([N:28]([CH3:32])[CH:29]([CH3:31])[CH3:30])=[N:11]2)=O)(C)(C)C.[C:33](O[C:33]([C:35]([F:38])([F:37])[F:36])=[O:34])([C:35]([F:38])([F:37])[F:36])=[O:34].C(=O)(O)[O-].[Na+]. Product: [CH3:32][N:28]([CH:29]([CH3:30])[CH3:31])[C:12]1[C:13]([C:18]2[CH:19]=[C:20]3[C:24](=[CH:25][CH:26]=2)[NH:23][C:22]([CH3:27])=[C:21]3[C:33](=[O:34])[C:35]([F:38])([F:37])[F:36])=[N:14][C:15]2[C:10]([N:11]=1)=[CH:9][C:8]([C:6]#[N:5])=[CH:17][CH:16]=2. The catalyst class is: 46. (3) Reactant: [C:8](O[C:8]([C:10]([F:13])([F:12])[F:11])=[O:9])([C:10]([F:13])([F:12])[F:11])=[O:9].[Br:14][C:15]1[C:20]([NH2:21])=[CH:19][CH:18]=[C:17]([O:22][CH3:23])[N:16]=1.N1C=CC=CC=1.O. Product: [Br:14][C:15]1[C:20]([NH:21][C:8](=[O:9])[C:10]([F:11])([F:12])[F:13])=[CH:19][CH:18]=[C:17]([O:22][CH3:23])[N:16]=1. The catalyst class is: 2. (4) Reactant: [F:1][C:2]1[CH:3]=[C:4]2[CH:10]=[C:9]([C:11]3[C:19]4[C:14](=[CH:15][C:16]([O:22][CH3:23])=[C:17]([O:20][CH3:21])[CH:18]=4)[N:13]([CH2:24][CH2:25]Cl)[CH:12]=3)[N:8]([S:27]([C:30]3[CH:35]=[CH:34][C:33]([CH3:36])=[CH:32][CH:31]=3)(=[O:29])=[O:28])[C:5]2=[N:6][CH:7]=1.[I-:37].[Na+]. Product: [F:1][C:2]1[CH:3]=[C:4]2[CH:10]=[C:9]([C:11]3[C:19]4[C:14](=[CH:15][C:16]([O:22][CH3:23])=[C:17]([O:20][CH3:21])[CH:18]=4)[N:13]([CH2:24][CH2:25][I:37])[CH:12]=3)[N:8]([S:27]([C:30]3[CH:35]=[CH:34][C:33]([CH3:36])=[CH:32][CH:31]=3)(=[O:29])=[O:28])[C:5]2=[N:6][CH:7]=1. The catalyst class is: 131.